Dataset: Forward reaction prediction with 1.9M reactions from USPTO patents (1976-2016). Task: Predict the product of the given reaction. The product is: [C:2]1([CH3:1])[CH:9]=[CH:8][CH:7]=[CH:6][C:3]=1[CH:4]([OH:5])[CH2:16][CH:15]=[CH2:14]. Given the reactants [CH3:1][C:2]1[CH:9]=[CH:8][CH:7]=[CH:6][C:3]=1[CH:4]=[O:5].C(O[CH2:14][CH:15]=[CH2:16])(=O)C.O.CCN(CC)CC.CC1C(C)=C(C)C(C)=C(C)C=1C, predict the reaction product.